The task is: Predict the reactants needed to synthesize the given product.. This data is from Full USPTO retrosynthesis dataset with 1.9M reactions from patents (1976-2016). (1) Given the product [CH2:4]([C:7]1[CH:16]=[CH:15][C:14]2[CH:13]=[N:12][CH:11]=[CH:10][C:9]=2[C:8]=1[OH:17])[CH2:5][CH3:6], predict the reactants needed to synthesize it. The reactants are: CCO.[CH2:4]([C:7]1[CH:16]=[CH:15][C:14]2[CH:13]=[N:12][CH:11]=[CH:10][C:9]=2[C:8]=1[OH:17])[CH:5]=[CH2:6]. (2) Given the product [OH:26][C:28]1([CH2:27][O:1][C:2]2[C:7]3[C:8]([O:11][CH2:12][CH:13]4[CH2:14][CH2:15][N:16]([C:19]([O:21][C:22]([CH3:25])([CH3:24])[CH3:23])=[O:20])[CH2:17][CH2:18]4)=[N:9][O:10][C:6]=3[CH:5]=[CH:4][CH:3]=2)[CH2:32][CH2:31][CH2:30][CH2:29]1, predict the reactants needed to synthesize it. The reactants are: [OH:1][C:2]1[C:7]2[C:8]([O:11][CH2:12][CH:13]3[CH2:18][CH2:17][N:16]([C:19]([O:21][C:22]([CH3:25])([CH3:24])[CH3:23])=[O:20])[CH2:15][CH2:14]3)=[N:9][O:10][C:6]=2[CH:5]=[CH:4][CH:3]=1.[O:26]1[C:28]2([CH2:32][CH2:31][CH2:30][CH2:29]2)[CH2:27]1.C(=O)([O-])[O-].[K+].[K+]. (3) Given the product [CH:1]([C:4]1[CH:9]=[CH:8][CH:7]=[CH:6][C:5]=1[N:10]=[C:11]1[N:15]([C:16]([S:18][CH3:21])=[S:17])[CH2:14][CH2:13][S:12]1)([CH3:3])[CH3:2], predict the reactants needed to synthesize it. The reactants are: [CH:1]([C:4]1[CH:9]=[CH:8][CH:7]=[CH:6][C:5]=1[N:10]=[C:11]1[NH:15][CH2:14][CH2:13][S:12]1)([CH3:3])[CH3:2].[C:16](=[S:18])=[S:17].[H-].[Na+].[CH3:21]I. (4) Given the product [Br:1][C:2]1[CH:3]=[C:4]2[N:10]([CH2:20][CH:17]3[CH2:19][CH2:18]3)[CH:9]=[N:8][C:5]2=[N:6][CH:7]=1, predict the reactants needed to synthesize it. The reactants are: [Br:1][C:2]1[CH:3]=[C:4]2[N:10]=[CH:9][NH:8][C:5]2=[N:6][CH:7]=1.C(=O)([O-])[O-].[Cs+].[Cs+].[CH:17]1([CH2:20]Br)[CH2:19][CH2:18]1.